Task: Predict the product of the given reaction.. Dataset: Forward reaction prediction with 1.9M reactions from USPTO patents (1976-2016) (1) Given the reactants CCN(C(C)C)C(C)C.[C:10]([C:12]1[C:13]([N:25]2[CH2:30][CH2:29][CH:28]([C:31](O)=[O:32])[CH2:27][CH2:26]2)=[N:14][C:15]([O:23][CH3:24])=[C:16]([C:18]([O:20][CH2:21][CH3:22])=[O:19])[CH:17]=1)#[N:11].[C:34]1([S:40]([NH2:43])(=[O:42])=[O:41])[CH:39]=[CH:38][CH:37]=[CH:36][CH:35]=1.C1CN([P+](Br)(N2CCCC2)N2CCCC2)CC1.F[P-](F)(F)(F)(F)F, predict the reaction product. The product is: [CH2:21]([O:20][C:18](=[O:19])[C:16]1[CH:17]=[C:12]([C:10]#[N:11])[C:13]([N:25]2[CH2:30][CH2:29][CH:28]([C:31](=[O:32])[NH:43][S:40]([C:34]3[CH:39]=[CH:38][CH:37]=[CH:36][CH:35]=3)(=[O:42])=[O:41])[CH2:27][CH2:26]2)=[N:14][C:15]=1[O:23][CH3:24])[CH3:22]. (2) Given the reactants [NH2:1][C:2]1[NH:6][N:5]=[C:4]([CH2:7][CH2:8][C:9]2[CH:10]=[C:11]([CH:16]=[C:17]([O:19][CH3:20])[CH:18]=2)[C:12]([NH:14][CH3:15])=[O:13])[CH:3]=1.Cl[C:22]1[CH:27]=[CH:26][N:25]=[C:24]([NH:28][CH2:29][C:30]2[O:34][N:33]=[C:32]([CH3:35])[CH:31]=2)[N:23]=1, predict the reaction product. The product is: [CH3:20][O:19][C:17]1[CH:16]=[C:11]([CH:10]=[C:9]([CH2:8][CH2:7][C:4]2[CH:3]=[C:2]([NH:1][C:22]3[CH:27]=[CH:26][N:25]=[C:24]([NH:28][CH2:29][C:30]4[O:34][N:33]=[C:32]([CH3:35])[CH:31]=4)[N:23]=3)[NH:6][N:5]=2)[CH:18]=1)[C:12]([NH:14][CH3:15])=[O:13]. (3) Given the reactants [CH3:1][O:2][C:3]1[CH:4]=[C:5]2[C:10](=[CH:11][C:12]=1[O:13][CH3:14])[N:9]=[CH:8][N:7]=[C:6]2[S:15][C:16]1[CH:17]=[C:18]([CH:20]=[CH:21][CH:22]=1)[NH2:19].[F:23][C:24]([F:35])([F:34])[C:25]1[CH:30]=[CH:29][C:28]([N:31]=[C:32]=[O:33])=[CH:27][CH:26]=1, predict the reaction product. The product is: [CH3:1][O:2][C:3]1[CH:4]=[C:5]2[C:10](=[CH:11][C:12]=1[O:13][CH3:14])[N:9]=[CH:8][N:7]=[C:6]2[S:15][C:16]1[CH:17]=[C:18]([NH:19][C:32]([NH:31][C:28]2[CH:27]=[CH:26][C:25]([C:24]([F:23])([F:34])[F:35])=[CH:30][CH:29]=2)=[O:33])[CH:20]=[CH:21][CH:22]=1. (4) Given the reactants [H-].[Al+3].[Li+].[H-].[H-].[H-].[F:7][C:8]([F:19])([F:18])[C:9]([CH3:17])([CH3:16])[C:10](N(OC)C)=[O:11], predict the reaction product. The product is: [F:7][C:8]([F:19])([F:18])[C:9]([CH3:17])([CH3:16])[CH:10]=[O:11]. (5) Given the reactants [CH:1]1([C:7]2[C:11]([CH2:12][CH2:13][CH2:14][OH:15])=[CH:10][N:9]([C:16]3[CH:21]=[CH:20][C:19]([C:22]([F:25])([F:24])[F:23])=[CH:18][N:17]=3)[N:8]=2)[CH2:6][CH2:5][CH2:4][CH2:3][CH2:2]1.[CH:26]1([N:32]2[C:36]([CH2:37][CH2:38][C:39]([O:41]CC)=[O:40])=[CH:35][C:34](O)=[N:33]2)[CH2:31][CH2:30][CH2:29][CH2:28][CH2:27]1.C(P(CCCC)CCCC)CCC.N(C(N1CCCCC1)=O)=NC(N1CCCCC1)=O, predict the reaction product. The product is: [CH:26]1([N:32]2[C:36]([CH2:37][CH2:38][C:39]([OH:41])=[O:40])=[CH:35][C:34]([O:15][CH2:14][CH2:13][CH2:12][C:11]3[C:7]([CH:1]4[CH2:6][CH2:5][CH2:4][CH2:3][CH2:2]4)=[N:8][N:9]([C:16]4[CH:21]=[CH:20][C:19]([C:22]([F:23])([F:24])[F:25])=[CH:18][N:17]=4)[CH:10]=3)=[N:33]2)[CH2:27][CH2:28][CH2:29][CH2:30][CH2:31]1. (6) Given the reactants [C:1]([C:5]1[CH:6]=[C:7]([NH:34][S:35]([CH3:38])(=[O:37])=[O:36])[C:8]([O:32][CH3:33])=[C:9]([NH:11][C:12]([C:14]2[S:18][C:17]3[C:19](C4N=CC=CC=4C(N)=O)=[CH:20][CH:21]=[CH:22][C:16]=3[CH:15]=2)=[O:13])[CH:10]=1)([CH3:4])([CH3:3])[CH3:2].COC1C=[N:43]C=C(C=1)C(O)=O.[CH3:50][C:51]1[N:52]=[N:53][S:54][C:55]=1[C:56](Cl)=[O:57], predict the reaction product. The product is: [C:1]([C:5]1[CH:6]=[C:7]([NH:34][S:35]([CH3:38])(=[O:36])=[O:37])[C:8]([O:32][CH3:33])=[C:9]([NH:11][C:12]([C:14]2[S:18][C:17]3[C:19]([NH:43][C:56]([C:55]4[S:54][N:53]=[N:52][C:51]=4[CH3:50])=[O:57])=[CH:20][CH:21]=[CH:22][C:16]=3[CH:15]=2)=[O:13])[CH:10]=1)([CH3:3])([CH3:4])[CH3:2]. (7) Given the reactants [F:1][C:2]([F:41])([F:40])[C:3]1[CH:4]=[C:5]([C@H:13]2[O:17][C:16](=[O:18])[N:15]([CH2:19][C:20]3[C:25]([C:26]4[CH:31]=[C:30]([CH:32]([CH3:34])[CH3:33])[C:29]([F:35])=[CH:28][C:27]=4[O:36][CH3:37])=[CH:24][CH:23]=[C:22](Cl)[N:21]=3)[C@H:14]2[CH3:39])[CH:6]=[C:7]([C:9]([F:12])([F:11])[F:10])[CH:8]=1.[C:42](B(O)O)([CH3:44])=[CH2:43], predict the reaction product. The product is: [F:1][C:2]([F:41])([F:40])[C:3]1[CH:4]=[C:5]([C@H:13]2[O:17][C:16](=[O:18])[N:15]([CH2:19][C:20]3[C:25]([C:26]4[CH:31]=[C:30]([CH:32]([CH3:34])[CH3:33])[C:29]([F:35])=[CH:28][C:27]=4[O:36][CH3:37])=[CH:24][CH:23]=[C:22]([C:42]([CH3:44])=[CH2:43])[N:21]=3)[C@H:14]2[CH3:39])[CH:6]=[C:7]([C:9]([F:12])([F:11])[F:10])[CH:8]=1. (8) Given the reactants Br[C:2]1[CH:3]=[C:4]([S:8]([C:11]2[N:15]([C:16]3[CH:21]=[CH:20][CH:19]=[CH:18][C:17]=3[Cl:22])[N:14]=[C:13]([CH2:23][N:24]([CH3:32])[C:25](=[O:31])[O:26][C:27]([CH3:30])([CH3:29])[CH3:28])[CH:12]=2)(=[O:10])=[O:9])[CH:5]=[CH:6][CH:7]=1.O.[CH3:34][N:35](C)C=O, predict the reaction product. The product is: [Cl:22][C:17]1[CH:18]=[CH:19][CH:20]=[CH:21][C:16]=1[N:15]1[C:11]([S:8]([C:4]2[CH:5]=[CH:6][CH:7]=[C:2]([C:34]#[N:35])[CH:3]=2)(=[O:10])=[O:9])=[CH:12][C:13]([CH2:23][N:24]([CH3:32])[C:25](=[O:31])[O:26][C:27]([CH3:30])([CH3:29])[CH3:28])=[N:14]1. (9) Given the reactants [CH3:1][C:2]1[C:10]([O:11][C@@H:12]2[CH2:17][CH2:16][CH2:15][C@H:14]([N:18]([C:25]3[CH:30]=[CH:29][CH:28]=[CH:27][CH:26]=3)[C:19]3[CH:24]=[CH:23][CH:22]=[CH:21][CH:20]=3)[CH2:13]2)=[CH:9][CH:8]=[C:7]2[C:3]=1[CH:4]=[N:5][N:6]2C1CCCCO1.COC1C(O[C@@H]2CCC[C@H](NC(=O)CC)C2)=CC=C2C=1C=NN2.Cl.O1CCOCC1, predict the reaction product. The product is: [CH3:1][C:2]1[C:10]([O:11][C@@H:12]2[CH2:17][CH2:16][CH2:15][C@H:14]([N:18]([C:19]3[CH:24]=[CH:23][CH:22]=[CH:21][CH:20]=3)[C:25]3[CH:26]=[CH:27][CH:28]=[CH:29][CH:30]=3)[CH2:13]2)=[CH:9][CH:8]=[C:7]2[C:3]=1[CH:4]=[N:5][NH:6]2.